From a dataset of Reaction yield outcomes from USPTO patents with 853,638 reactions. Predict the reaction yield, written as a fraction of the theoretical maximum amount of product (1.0 means a 100% yield; for example, 0.34 means a 34% yield). (1) The reactants are [S-:1][C:2]#[N:3].[K+].C(O)(=O)C.Br[CH2:10][CH2:11][CH2:12][CH2:13][CH2:14][CH2:15][C:16]([F:25])([C:21]([F:24])([F:23])[F:22])[C:17]([F:20])([F:19])[F:18]. The catalyst is C(O)C. The product is [F:18][C:17]([F:19])([F:20])[C:16]([F:25])([C:21]([F:22])([F:23])[F:24])[CH2:15][CH2:14][CH2:13][CH2:12][CH2:11][CH2:10][S:1][C:2]#[N:3]. The yield is 0.970. (2) The reactants are [OH:1][CH2:2][C:3]([CH2:8][OH:9])([CH3:7])[C:4]([OH:6])=[O:5].[CH3:10][Si](C=[N+]=[N-])(C)C. The catalyst is CO.C(OCC)C. The product is [OH:1][CH2:2][C:3]([CH2:8][OH:9])([CH3:7])[C:4]([O:6][CH3:10])=[O:5]. The yield is 0.340. (3) The reactants are [F:1][C:2]([F:43])([F:42])[C:3]1[CH:4]=[C:5]([C:13]2([C:38]([F:41])([F:40])[F:39])[O:17][N:16]=[C:15]([C:18]3[CH:19]=[C:20]4[C:24](=[CH:25][CH:26]=3)[C:23]3([CH2:29][N:28](C(OC(C)(C)C)=O)[CH2:27]3)[NH:22][C:21]4=[O:37])[CH2:14]2)[CH:6]=[C:7]([C:9]([F:12])([F:11])[F:10])[CH:8]=1.Cl. The catalyst is CO. The product is [F:43][C:2]([F:1])([F:42])[C:3]1[CH:4]=[C:5]([C:13]2([C:38]([F:39])([F:40])[F:41])[O:17][N:16]=[C:15]([C:18]3[CH:19]=[C:20]4[C:24](=[CH:25][CH:26]=3)[C:23]3([CH2:27][NH:28][CH2:29]3)[NH:22][C:21]4=[O:37])[CH2:14]2)[CH:6]=[C:7]([C:9]([F:12])([F:11])[F:10])[CH:8]=1. The yield is 0.950. (4) The reactants are [C:1]1([CH3:11])[CH:6]=CC(S(Cl)(=O)=O)=C[CH:2]=1.[Br:12][C:13]1[CH:14]=[CH:15][C:16]([C:19]([OH:21])=[O:20])=[N:17][CH:18]=1.N1C=CC=CC=1.C(=O)([O-])O.[Na+]. The catalyst is C(O)(C)(C)C.C(OCC)C. The product is [C:1]([O:20][C:19]([C:16]1[CH:15]=[CH:14][C:13]([Br:12])=[CH:18][N:17]=1)=[O:21])([CH3:11])([CH3:6])[CH3:2]. The yield is 0.730. (5) The reactants are [OH:1][C:2]1[CH:9]=[C:8]([O:10][CH2:11][CH2:12][O:13][CH3:14])[CH:7]=[CH:6][C:3]=1[CH:4]=O.[CH2:15]([O:17][C:18]([CH:20]=P(C1C=CC=CC=1)(C1C=CC=CC=1)C1C=CC=CC=1)=[O:19])[CH3:16]. The catalyst is O1CCCC1. The product is [OH:1][C:2]1[CH:9]=[C:8]([O:10][CH2:11][CH2:12][O:13][CH3:14])[CH:7]=[CH:6][C:3]=1/[CH:4]=[CH:20]/[C:18]([O:17][CH2:15][CH3:16])=[O:19]. The yield is 0.820.